From a dataset of Catalyst prediction with 721,799 reactions and 888 catalyst types from USPTO. Predict which catalyst facilitates the given reaction. (1) The catalyst class is: 3. Product: [CH:1]1([N:4]2[C:13]3[C:8](=[CH:9][C:10]([C:14]4[CH:15]=[N:16][C:17]([NH:29][C:30]([NH:32][CH2:33][CH3:34])=[O:31])=[CH:18][C:19]=4[C:20]4[S:21][CH:22]=[C:23]([C:25]([F:28])([F:27])[F:26])[N:24]=4)=[CH:11][CH:12]=3)[C:7](=[O:35])[C:6]([C:36]([NH:76][CH2:75][CH2:74][O:73][CH3:72])=[O:37])=[CH:5]2)[CH2:3][CH2:2]1. Reactant: [CH:1]1([N:4]2[C:13]3[C:8](=[CH:9][C:10]([C:14]4[CH:15]=[N:16][C:17]([NH:29][C:30]([NH:32][CH2:33][CH3:34])=[O:31])=[CH:18][C:19]=4[C:20]4[S:21][CH:22]=[C:23]([C:25]([F:28])([F:27])[F:26])[N:24]=4)=[CH:11][CH:12]=3)[C:7](=[O:35])[C:6]([C:36](O)=[O:37])=[CH:5]2)[CH2:3][CH2:2]1.CN(C(ON1N=NC2C=CC=NC1=2)=[N+](C)C)C.F[P-](F)(F)(F)(F)F.CCN(C(C)C)C(C)C.[CH3:72][O:73][CH2:74][CH2:75][NH2:76]. (2) Reactant: Cl.Cl.Cl.[NH2:4][C:5]1[N:10]=[CH:9][N:8]=[C:7]2[N:11]([CH:15]([C:17]3[CH:18]=[C:19]([Cl:35])[C:20]([C:33]#[N:34])=[C:21]4[C:27]=3[O:26][CH:25]([CH3:28])[CH2:24][N:23]([CH:29]3[CH2:32][NH:31][CH2:30]3)[CH2:22]4)[CH3:16])[N:12]=[C:13]([CH3:14])[C:6]=12.C(N(CC)CC)C.[CH3:43][C:44]1([CH3:47])[CH2:46][O:45]1. Product: [NH2:4][C:5]1[N:10]=[CH:9][N:8]=[C:7]2[N:11]([CH:15]([C:17]3[CH:18]=[C:19]([Cl:35])[C:20]([C:33]#[N:34])=[C:21]4[C:27]=3[O:26][CH:25]([CH3:28])[CH2:24][N:23]([CH:29]3[CH2:32][N:31]([CH2:43][C:44]([OH:45])([CH3:47])[CH3:46])[CH2:30]3)[CH2:22]4)[CH3:16])[N:12]=[C:13]([CH3:14])[C:6]=12. The catalyst class is: 9. (3) Reactant: [CH3:1][C:2]1[CH:10]=[CH:9][C:8]2[NH:7][C:6]3[CH2:11][CH2:12][N:13]([CH2:15][C:16]([F:19])([F:18])[F:17])[CH2:14][C:5]=3[C:4]=2[CH:3]=1.[H-].[Na+].CC1C=CC(S(O[CH2:33][CH2:34][C:35]2[CH:36]=[N:37][C:38]([CH3:41])=[CH:39][CH:40]=2)(=O)=O)=CC=1. Product: [CH3:1][C:2]1[CH:10]=[CH:9][C:8]2[N:7]([CH2:33][CH2:34][C:35]3[CH:36]=[N:37][C:38]([CH3:41])=[CH:39][CH:40]=3)[C:6]3[CH2:11][CH2:12][N:13]([CH2:15][C:16]([F:17])([F:19])[F:18])[CH2:14][C:5]=3[C:4]=2[CH:3]=1. The catalyst class is: 3. (4) Reactant: [Br:1][C:2]1[C:7]([O:8][CH3:9])=[CH:6][C:5]([C:10]2[N:11]=[CH:12][O:13][CH:14]=2)=[CH:4][C:3]=1[O:15][CH3:16].[Li+].CC([N-]C(C)C)C.CON(C)[C:28](=[O:44])[CH:29]([O:42][CH3:43])[C:30]1[CH:35]=[CH:34][C:33]([N:36]2[CH2:41][CH2:40][O:39][CH2:38][CH2:37]2)=[CH:32][CH:31]=1. Product: [Br:1][C:2]1[C:7]([O:8][CH3:9])=[CH:6][C:5]([C:10]2[N:11]=[C:12]([C:28](=[O:44])[CH:29]([O:42][CH3:43])[C:30]3[CH:31]=[CH:32][C:33]([N:36]4[CH2:37][CH2:38][O:39][CH2:40][CH2:41]4)=[CH:34][CH:35]=3)[O:13][CH:14]=2)=[CH:4][C:3]=1[O:15][CH3:16]. The catalyst class is: 1. (5) Reactant: [CH2:1]([CH:8]1[NH:13][C:12](=O)[CH2:11][NH:10][C:9]1=O)[C:2]1[CH:7]=[CH:6][CH:5]=[CH:4][CH:3]=1.[H-].[Al+3].[Li+].[H-].[H-].[H-].O. Product: [CH2:1]([CH:8]1[NH:13][CH2:12][CH2:11][NH:10][CH2:9]1)[C:2]1[CH:3]=[CH:4][CH:5]=[CH:6][CH:7]=1. The catalyst class is: 27. (6) Reactant: [OH:1][C:2]1[C:30]([O:31][CH3:32])=[CH:29][C:5]2[N:6]([C:9]3[S:13][C:12]([C:14]([O-:16])=[O:15])=[C:11]([O:17][CH2:18][C:19]4[CH:24]=[CH:23][CH:22]=[CH:21][C:20]=4[C:25]([F:28])([F:27])[F:26])[CH:10]=3)[CH:7]=[N:8][C:4]=2[CH:3]=1.O[CH2:34][CH2:35][CH2:36][N:37]1[CH2:41][CH2:40][CH2:39][C:38]1=[O:42].N(C(OC(C)(C)C)=O)=N[C:45](OC(C)(C)C)=O. Product: [CH3:32][O:31][C:30]1[C:2]([O:1][CH2:34][CH2:35][CH2:36][N:37]2[CH2:41][CH2:40][CH2:39][C:38]2=[O:42])=[CH:3][C:4]2[N:8]=[CH:7][N:6]([C:9]3[S:13][C:12]([C:14]([O:16][CH3:45])=[O:15])=[C:11]([O:17][CH2:18][C:19]4[CH:24]=[CH:23][CH:22]=[CH:21][C:20]=4[C:25]([F:28])([F:27])[F:26])[CH:10]=3)[C:5]=2[CH:29]=1. The catalyst class is: 4.